Predict which catalyst facilitates the given reaction. From a dataset of Catalyst prediction with 721,799 reactions and 888 catalyst types from USPTO. Reactant: [C:1]1([CH3:9])[CH:6]=[CH:5][CH:4]=[C:3]([CH:7]=O)[CH:2]=1.[C:10]([NH:13][CH2:14][C:15]([OH:17])=[O:16])(=O)[CH3:11].C([O-])(=O)C.[Na+]. Product: [CH3:11][C:10]1[O:17][C:15](=[O:16])/[C:14](=[CH:7]/[C:3]2[CH:4]=[CH:5][CH:6]=[C:1]([CH3:9])[CH:2]=2)/[N:13]=1. The catalyst class is: 152.